From a dataset of Full USPTO retrosynthesis dataset with 1.9M reactions from patents (1976-2016). Predict the reactants needed to synthesize the given product. (1) Given the product [F:1][C:2]1[C:7]([F:8])=[CH:25][C:24]([CH3:11])=[CH:23][C:27]=1[O:26][B:15]([OH:18])[OH:16], predict the reactants needed to synthesize it. The reactants are: [F:1][C:2]1[C:7]([F:8])=CC=CC=1C.[Li][CH:11](CC)C.[B:15](OC)([O:18]C)[O:16]C.Cl.[CH2:23]1[CH2:27][O:26][CH2:25][CH2:24]1. (2) Given the product [F:14][C:15]1[CH:20]=[CH:19][C:18]([C:2]2[CH:7]=[CH:6][C:5]([N:8]3[CH2:13][CH2:12][NH:11][CH2:10][CH2:9]3)=[CH:4][CH:3]=2)=[CH:17][CH:16]=1, predict the reactants needed to synthesize it. The reactants are: Br[C:2]1[CH:7]=[CH:6][C:5]([N:8]2[CH2:13][CH2:12][NH:11][CH2:10][CH2:9]2)=[CH:4][CH:3]=1.[F:14][C:15]1[CH:20]=[CH:19][C:18](B(O)O)=[CH:17][CH:16]=1.C(=O)([O-])[O-].[K+].[K+].C(OC)(C)(C)C. (3) Given the product [Cl:1][C:2]1[CH:3]=[C:4]([CH2:14][N:15]2[C:19]([CH3:20])=[CH:18][C:17]([NH:21][C:51]([C:50]3[CH:54]=[CH:55][C:47]([C:45]([O:44][CH3:43])=[O:46])=[CH:48][CH:49]=3)=[O:52])=[N:16]2)[C:5]2[O:9][C:8]([CH:10]([CH3:12])[CH3:11])=[CH:7][C:6]=2[CH:13]=1, predict the reactants needed to synthesize it. The reactants are: [Cl:1][C:2]1[CH:3]=[C:4]([CH2:14][N:15]2[C:19]([CH3:20])=[CH:18][C:17]([NH2:21])=[N:16]2)[C:5]2[O:9][C:8]([CH:10]([CH3:12])[CH3:11])=[CH:7][C:6]=2[CH:13]=1.CCN=C=NCCCN(C)C.C1C=CC2N(O)N=NC=2C=1.[CH3:43][O:44][C:45]([C:47]1[CH:55]=[CH:54][C:50]([C:51](O)=[O:52])=[CH:49][CH:48]=1)=[O:46]. (4) Given the product [Cl:1][CH2:2][CH2:3][CH2:4][O:5][C:6]1[CH:11]=[CH:10][CH:9]=[CH:8][C:7]=1[NH2:12], predict the reactants needed to synthesize it. The reactants are: [Cl:1][CH2:2][CH2:3][CH2:4][O:5][C:6]1[CH:11]=[CH:10][CH:9]=[CH:8][C:7]=1[N+:12]([O-])=O.[H][H]. (5) Given the product [C:1]([C:3]1[CH:20]=[CH:19][C:6]([CH2:7][NH:8][C:9](=[O:18])[C:10]2[CH:15]=[CH:14][C:13]([F:16])=[C:12]([CH3:17])[CH:11]=2)=[C:5]([O:21][CH2:23][C:24](=[O:25])[NH:26][CH3:27])[CH:4]=1)#[N:2], predict the reactants needed to synthesize it. The reactants are: [C:1]([C:3]1[CH:20]=[CH:19][C:6]([CH2:7][NH:8][C:9](=[O:18])[C:10]2[CH:15]=[CH:14][C:13]([F:16])=[C:12]([CH3:17])[CH:11]=2)=[C:5]([OH:21])[CH:4]=1)#[N:2].Cl[CH2:23][C:24]([NH:26][CH3:27])=[O:25]. (6) The reactants are: C(S[C:4]1[S:5][C:6](=[CH:10][C:11]2[CH:12]=[C:13]3[C:17](=[CH:18][CH:19]=2)[N:16]([CH2:20][C:21]2[CH:26]=[CH:25][C:24]([C:27]([OH:30])([CH3:29])[CH3:28])=[CH:23][C:22]=2[C:31]([F:34])([F:33])[F:32])[N:15]=[CH:14]3)[C:7](=[O:9])[N:8]=1)C.[CH3:35][N:36]1[CH2:41][CH2:40][NH:39][CH2:38][CH2:37]1. Given the product [OH:30][C:27]([C:24]1[CH:25]=[CH:26][C:21]([CH2:20][N:16]2[C:17]3[C:13](=[CH:12][C:11]([CH:10]=[C:6]4[S:5][C:4]([N:39]5[CH2:40][CH2:41][N:36]([CH3:35])[CH2:37][CH2:38]5)=[N:8][C:7]4=[O:9])=[CH:19][CH:18]=3)[CH:14]=[N:15]2)=[C:22]([C:31]([F:34])([F:33])[F:32])[CH:23]=1)([CH3:29])[CH3:28], predict the reactants needed to synthesize it. (7) Given the product [CH2:13]([O:12][C:2]1[N:7]=[C:6]([CH3:8])[C:5]([N+:9]([O-:11])=[O:10])=[CH:4][CH:3]=1)[CH3:14], predict the reactants needed to synthesize it. The reactants are: Cl[C:2]1[N:7]=[C:6]([CH3:8])[C:5]([N+:9]([O-:11])=[O:10])=[CH:4][CH:3]=1.[O-:12][CH2:13][CH3:14].[Na+]. (8) The reactants are: [OH:1][C:2]1[CH:3]=[CH:4][C:5]([C:8]([NH:10][CH3:11])=[O:9])=[N:6][CH:7]=1.[CH2:12](O)[CH2:13][CH2:14][OH:15].C1(P(C2C=CC=CC=2)C2C=CC=CC=2)C=CC=CC=1.CN(C)C=O.N(C(OC(C)C)=O)=NC(OC(C)C)=O. Given the product [OH:15][CH2:14][CH2:13][CH2:12][O:1][C:2]1[CH:3]=[CH:4][C:5]([C:8]([NH:10][CH3:11])=[O:9])=[N:6][CH:7]=1, predict the reactants needed to synthesize it.